From a dataset of Full USPTO retrosynthesis dataset with 1.9M reactions from patents (1976-2016). Predict the reactants needed to synthesize the given product. (1) Given the product [CH:5]12[CH2:9][CH:2]([CH:1]([CH:7]=[O:8])[CH2:6]1)[CH:3]=[CH:4]2, predict the reactants needed to synthesize it. The reactants are: [CH:1]1([CH:7]=[O:8])[CH2:6][CH2:5][CH:4]=[CH:3][CH2:2]1.[CH:9](C=C)=O.C1CC=CC=1. (2) Given the product [CH3:15][CH:14]([CH3:16])[CH2:13][C@H:12]([NH:17][C:18]([C:20]1[O:21][C:22]2[CH:28]=[CH:27][C:26]([O:29][CH3:30])=[CH:25][C:23]=2[CH:24]=1)=[O:19])[C:10](=[O:11])[NH:9][C@@H:8]1[CH2:7][C@@H:6]([CH3:31])[CH2:5][N:4]([S:32]([C:35]2[CH:40]=[CH:39][CH:38]=[CH:37][N:36]=2)(=[O:34])=[O:33])[CH2:3][C:2]1=[O:1], predict the reactants needed to synthesize it. The reactants are: [OH:1][CH:2]1[CH:8]([NH:9][C:10]([C@@H:12]([NH:17][C:18]([C:20]2[O:21][C:22]3[CH:28]=[CH:27][C:26]([O:29][CH3:30])=[CH:25][C:23]=3[CH:24]=2)=[O:19])[CH2:13][CH:14]([CH3:16])[CH3:15])=[O:11])[CH2:7][CH:6]([CH3:31])[CH2:5][N:4]([S:32]([C:35]2[CH:40]=[CH:39][CH:38]=[CH:37][N:36]=2)(=[O:34])=[O:33])[CH2:3]1.CC(OI1(OC(C)=O)(OC(C)=O)OC(=O)C2C=CC=CC1=2)=O. (3) Given the product [ClH:14].[NH2:2][CH:3]([C:5]1[S:9][C:8]([C:10]([O:12][CH3:13])=[O:11])=[CH:7][CH:6]=1)[CH3:4], predict the reactants needed to synthesize it. The reactants are: O/[N:2]=[C:3](/[C:5]1[S:9][C:8]([C:10]([O:12][CH3:13])=[O:11])=[CH:7][CH:6]=1)\[CH3:4].[ClH:14]. (4) Given the product [NH2:1][C:2]1[C:3]([C:35]2[CH:34]=[C:33]([NH:46][S:47]([CH2:50][CH2:51][CH2:52][CH3:53])(=[O:48])=[O:49])[CH:32]=[C:31]([O:30][CH3:29])[CH:36]=2)=[C:4]([NH:8][C@H:9]([C:11]2[N:16]([C:17]3[CH:22]=[CH:21][CH:20]=[CH:19][CH:18]=3)[C:15](=[O:23])[C:14]3=[C:24]([CH3:27])[CH:25]=[CH:26][N:13]3[N:12]=2)[CH3:10])[N:5]=[CH:6][N:7]=1, predict the reactants needed to synthesize it. The reactants are: [NH2:1][C:2]1[N:7]=[CH:6][N:5]=[C:4]([NH:8][C@H:9]([C:11]2[N:16]([C:17]3[CH:22]=[CH:21][CH:20]=[CH:19][CH:18]=3)[C:15](=[O:23])[C:14]3=[C:24]([CH3:27])[CH:25]=[CH:26][N:13]3[N:12]=2)[CH3:10])[C:3]=1Br.[CH3:29][O:30][C:31]1[CH:32]=[C:33]([NH:46][S:47]([CH2:50][CH2:51][CH2:52][CH3:53])(=[O:49])=[O:48])[CH:34]=[C:35](B2OC(C)(C)C(C)(C)O2)[CH:36]=1.C(=O)([O-])[O-].[Cs+].[Cs+]. (5) Given the product [CH2:18]([O:17][C:15](=[O:16])[CH2:14][C:6]1[N:5]2[C:9]([CH:10]=[C:2]([Cl:1])[CH:3]=[CH:4]2)=[CH:8][C:7]=1[CH3:11])[CH3:19], predict the reactants needed to synthesize it. The reactants are: [Cl:1][C:2]1[CH:3]=[CH:4][N:5]2[C:9]([CH:10]=1)=[CH:8][C:7]([CH3:11])=[CH:6]2.[N+](=[CH:14][C:15]([O:17][CH2:18][CH3:19])=[O:16])=[N-].